This data is from Experimentally validated miRNA-target interactions with 360,000+ pairs, plus equal number of negative samples. The task is: Binary Classification. Given a miRNA mature sequence and a target amino acid sequence, predict their likelihood of interaction. (1) The miRNA is hsa-miR-548y with sequence AAAAGUAAUCACUGUUUUUGCC. The protein sequence of the target gene is MEKREAFIQAVSKELVEEFLQFLQLDKDSSNPFSLSELLDELSRKQKEELWQRLKDLLTETLLESPVDRWQTVEVEGADDMESEHSPKMRKSIKIICAIVTVILASVSIINEHENYGALLECAVILNGILYALPESEQKLQNSIQDLCVKWWERGLPAKEDMGKTAFIMLLRRSLETKSGADVCRLWRIHQALYCFDYDWEESREIKDMLLECFINVNYIKKEEGRRFLSFLFSWNVDFIKMIHETIKNQLAGLQKSLMVHIAEIYFRAWKKASGKMLETIEYDCIQDFMFHGIHLLRRS.... Result: 0 (no interaction). (2) Result: 0 (no interaction). The protein sequence of the target gene is MAAGFGRCCRVLRSISRFHWRSQHTKANRQREPGLGFSFEFTEQQKEFQATARKFAREEIIPVAAEYDKTGEYPVPLIRRAWELGLMNTHIPENCGGLGLGTFDACLISEELAYGCTGVQTAIEGNSLGQMPIIIAGNDQQKKKYLGRMTEEPLMCAYCVTEPGAGSDVAGIKTKAEKKGDEYIINGQKMWITNGGKANWYFLLARSDPDPKAPANKAFTGFIVEADTPGIQIGRKELNMGQRCSDTRGIVFEDVKVPKENVLIGDGAGFKVAMGAFDKTRPVVAAGAVGLAQRALDEAT.... The miRNA is mmu-miR-5098 with sequence GUUACAUGGUGAAGCCCAGUU. (3) The miRNA is hsa-miR-527 with sequence CUGCAAAGGGAAGCCCUUUC. The protein sequence of the target gene is MSTPARRRLMRDFKRLQEDPPAGVSGAPSENNIMVWNAVIFGPEGTPFEDGTFKLTIEFTEEYPNKPPTVRFVSKMFHPNVYADGSICLDILQNRWSPTYDVSSILTSIQSLLDEPNPNSPANSQAAQLYQENKREYEKRVSAIVEQSWRDC. Result: 1 (interaction). (4) The miRNA is hsa-miR-563 with sequence AGGUUGACAUACGUUUCCC. The protein sequence of the target gene is MAAYHIRQYQEKDHKRVLELFSSGMKELIPAAIRQMLTLPHSLLLLPGVPVTIVLMSASWLLATLYSFLFLLCLWLIFWISCRNYVAKSLQADLADITKSYLNAHGSFWVAESGDQVVGMVGAQPVKDPPLGKKQMQLFRLSVSSQHRGQGIAKALVRTVLQFARDQGYSDVVLETGSVQHSAQALYQAMGFQKTGQYFVSISKKLMGLSILQFSYSLPFASGPGYSGKYLKKGPIPC. Result: 0 (no interaction). (5) The miRNA is hsa-miR-4466 with sequence GGGUGCGGGCCGGCGGGG. The protein sequence of the target gene is MMAAEAGSEEGGPATAGTGGAAATGSSAYPAACRVKLPAAPPMAVAPCPGLADTDLAAALGGGAASGSGFLGTGPVSGVLGGAALTGGAAAGVAGAAAAGPAGDIALTKGTLSLPAETLGPGGGFPPLPPPPLLPPLGSGLGTVDEGDSLDGPEYEEEEVAIPLTAPPTNQWYHGKLDRTIAEERLRQAGKSGSYLIRESDRRPGSFVLSFLSQTNVVNHFRIIAMCGDYYIGGRRFSSLSDLIGYYSHVSCLLKGEKLLYPVAPPEPVEDRRRVRAILPYTKVPDTDEISFLKGDMFIV.... Result: 0 (no interaction). (6) The miRNA is hsa-miR-6886-3p with sequence UGCCCUUCUCUCCUCCUGCCU. The protein sequence of the target gene is MAEQTYSWAYSLVDSSQVSTFLISILLIVYGSFRSLNMDFENQDKEKDSNSSSGSFNGNSTNNSIQTIDSTQALFLPIGASVSLLVMFFFFDSVQVVFTICTAVLATIAFAFLLLPMCQYLTRPCSPQNKISFGCCGRFTAAELLSFSLSVMLVLIWVLTGHWLLMDALAMGLCVAMIAFVRLPSLKVSCLLLSGLLIYDVFWVFFSAYIFNSNVMVKVATQPADNPLDVLSRKLHLGPNVGRDVPRLSLPGKLVFPSSTGSHFSMLGIGDIVMPGLLLCFVLRYDNYKKQASGDSCGAP.... Result: 1 (interaction). (7) The miRNA is mmu-miR-129-5p with sequence CUUUUUGCGGUCUGGGCUUGC. The protein sequence of the target gene is MQGKKPGGSSGGGRSGELQGDEAQRNKKKKKKVSCFSNIKIFLVSECALMLAQGTVGAYLVSVLTTLERRFNLQSADVGVIASSFEIGNLALILFVSYFGARGHRPRLIGCGGIVMALGALLSALPEFLTHQYKYEAGEIRWGAEGRDVCATNGSSSDEGPDPDLICRNRTATNMMYLLLIGAQVLLGIGATPVQPLGVSYIDDHVRRKDSSLYIGILFTMLVFGPACGFILGSFCTKIYVDAVFIDTSNLDITPDDPRWIGAWWGGFLLCGALLFFSSLLMFGFPQSLPPHSDPGMESE.... Result: 1 (interaction). (8) The miRNA is mmu-miR-466d-5p with sequence UGUGUGUGCGUACAUGUACAUG. The protein sequence of the target gene is MDPSALDMAIQHALAGLYPPFEATAPTVLGQVFRLLDSDFRGDGLSFLLDFLIPAKRLCEQVREAACALYTHCLFLHEGWPLCLRDEVVVHLAPLNPLLLRQGDFYLQVESWEEQSVHMTLKCLSSDLREVDKKPIPESSYSLIFTPEWLEAINNDFEGRPLHNCLVASENGITPVPWTKITSPEFVDDRPPIVKVPSSDGDSCPLEDLHLSRPQEPYQAGDLGGKGSVAQIWDKGKGKLSGDKYPGLIKVEPARSGQLAFRTDSEASQSLEGDYVALLGFPQEYRGASPDSEVVTLSVD.... Result: 1 (interaction). (9) The miRNA is hsa-miR-4479 with sequence CGCGCGGCCGUGCUCGGAGCAG. The protein sequence of the target gene is MAGYLPPKGYAPSPPPPYPVPSGYPEPVALHPGPGQAPVPTQVPAPAPGFALFPSPGPVAPGPPAPFVPLPGVPPGLEFLVQIDQILIHQKAERVETFLGWETCNMYELRSGTGQQLGQAAEESNCCARLCCGARRPFRIRLADPGDREVLRLLRPLHCGCSCCPCGLQEMEVQAPPGTTIGHVLQTWHPFLPKFSILDADRQPVLRVVGPCWTCGCGTDTNFEVKTKDESRSVGRISKQWGGLLREALTDADDFGLQFPVDLDVKVKAVLLGATFLIDYMFFEKRGGAGPSAITS. Result: 0 (no interaction). (10) The miRNA is ath-miR160a-5p with sequence UGCCUGGCUCCCUGUAUGCCA. Result: 0 (no interaction). The protein sequence of the target gene is MGKCRGLRTARKLRSHRRDQKWHDKQYKKAHLGTALKANPFGGASHAKGIVLEKVGVEAKQPNSAIRKCVRVQLIKNGKKITAFVPNDGCLNFIEENDEVLVAGFGRKGHAVGDIPGVRFKVVKVANVSLLALYKGKKERPRS.